This data is from Forward reaction prediction with 1.9M reactions from USPTO patents (1976-2016). The task is: Predict the product of the given reaction. (1) The product is: [OH:28][C@@H:25]1[CH2:26][CH2:27][C@H:22]([N:19]2[CH2:18][CH2:17][C:16]3([CH2:29][CH2:30][N:13]([C:10]4[N:11]=[CH:12][C:7]([NH:6][C:2](=[O:3])[O:4][CH3:5])=[CH:8][C:9]=4[CH3:31])[CH2:14][CH2:15]3)[C:20]2=[O:21])[CH2:23][CH2:24]1. Given the reactants Cl[C:2]([O:4][CH3:5])=[O:3].[NH2:6][C:7]1[CH:8]=[C:9]([CH3:31])[C:10]([N:13]2[CH2:30][CH2:29][C:16]3([C:20](=[O:21])[N:19]([C@H:22]4[CH2:27][CH2:26][C@@H:25]([OH:28])[CH2:24][CH2:23]4)[CH2:18][CH2:17]3)[CH2:15][CH2:14]2)=[N:11][CH:12]=1.C(N(CC)C(C)C)(C)C, predict the reaction product. (2) Given the reactants Cl[C:2]1[C:7]2[CH2:8][N:9]([CH2:12][C:13]3[CH:14]=[N:15][C:16]([O:20][CH2:21][CH:22]([F:24])[F:23])=[C:17]([CH3:19])[CH:18]=3)[C:10](=[O:11])[C:6]=2[CH:5]=[CH:4][N:3]=1.[CH:25]([O:27][C:28]1[CH:33]=[CH:32][CH:31]=[CH:30][CH:29]=1)=[O:26], predict the reaction product. The product is: [F:23][CH:22]([F:24])[CH2:21][O:20][C:16]1[N:15]=[CH:14][C:13]([CH2:12][N:9]2[C:10](=[O:11])[C:6]3[CH:5]=[CH:4][N:3]=[C:2]([C:25]([O:27][C:28]4[CH:33]=[CH:32][CH:31]=[CH:30][CH:29]=4)=[O:26])[C:7]=3[CH2:8]2)=[CH:18][C:17]=1[CH3:19]. (3) Given the reactants Br[C:2]1[CH:3]=[C:4]([OH:8])[CH:5]=[CH:6][CH:7]=1.[CH3:9][NH:10][C:11]1[CH:16]=[CH:15][CH:14]=[CH:13][CH:12]=1, predict the reaction product. The product is: [CH3:9][N:10]([C:11]1[CH:16]=[CH:15][CH:14]=[CH:13][CH:12]=1)[C:2]1[CH:3]=[C:4]([OH:8])[CH:5]=[CH:6][CH:7]=1. (4) Given the reactants [OH:1][C:2]1[CH:3]=[C:4]([CH:10]=[CH:11][C:12]=1[OH:13])[CH:5]=[CH:6][C:7]([OH:9])=[O:8].[C:14]([O:23][CH3:24])(=[O:22])[C:15]1[C:16](=[CH:18][CH:19]=[CH:20][CH:21]=1)O, predict the reaction product. The product is: [OH:1][C:2]1[CH:3]=[C:4](/[CH:5]=[CH:6]/[C:7]([O:9][C:21]2[CH:20]=[CH:19][CH:18]=[CH:16][C:15]=2[C:14]([O:23][CH3:24])=[O:22])=[O:8])[CH:10]=[CH:11][C:12]=1[OH:13]. (5) Given the reactants [CH2:1]([O:8][CH2:9][CH2:10][C:11]1[CH:16]=[CH:15][C:14]([CH2:17][C:18]2[C:19](=[O:26])[NH:20][NH:21][C:22]=2[CH:23]([CH3:25])[CH3:24])=[CH:13][CH:12]=1)[C:2]1[CH:7]=[CH:6][CH:5]=[CH:4][CH:3]=1.[CH3:27][C:28]([O:30][CH2:31][C@H:32]1[O:37][C@H:36](Br)[C@H:35]([O:39][C:40]([CH3:42])=[O:41])[C@@H:34]([O:43][C:44]([CH3:46])=[O:45])[C@H:33]1[O:47][C:48]([CH3:50])=[O:49])=[O:29].CC(OC[C@H]1O[C@H](Br)[C@H](OC(C)=O)[C@@H](OC(C)=O)[C@@H]1OC(C)=O)=O, predict the reaction product. The product is: [C:40]([O:39][C@@H:35]1[C@@H:34]([O:43][C:44](=[O:45])[CH3:46])[C@@H:33]([O:47][C:48](=[O:49])[CH3:50])[C@@H:32]([CH2:31][O:30][C:28](=[O:29])[CH3:27])[O:37][C@H:36]1[O:26][C:19]1[C:18]([CH2:17][C:14]2[CH:15]=[CH:16][C:11]([CH2:10][CH2:9][O:8][CH2:1][C:2]3[CH:3]=[CH:4][CH:5]=[CH:6][CH:7]=3)=[CH:12][CH:13]=2)=[C:22]([CH:23]([CH3:24])[CH3:25])[NH:21][N:20]=1)(=[O:41])[CH3:42]. (6) Given the reactants [CH2:1]([O:5][CH2:6][CH2:7][O:8][C:9]1[CH:14]=[CH:13][C:12]([C:15]2[CH:16]=[CH:17][C:18]3[N:24]([C:25](=[O:30])[C:26]([F:29])([F:28])[F:27])[CH2:23][CH2:22][C:21]([C:31]([NH:33][C:34]4[CH:39]=[CH:38][C:37]([CH:40]([OH:47])[C:41]5[CH:46]=[CH:45][CH:44]=[CH:43][N:42]=5)=[C:36]([CH3:48])[CH:35]=4)=[O:32])=[CH:20][C:19]=3[CH:49]=2)=[CH:11][CH:10]=1)[CH2:2][CH2:3][CH3:4].ClC1C=CC=C(C(OO)=[O:58])C=1.S([O-])([O-])(=O)=S.[Na+].[Na+], predict the reaction product. The product is: [CH2:1]([O:5][CH2:6][CH2:7][O:8][C:9]1[CH:10]=[CH:11][C:12]([C:15]2[CH:16]=[CH:17][C:18]3[N:24]([C:25](=[O:30])[C:26]([F:29])([F:28])[F:27])[CH2:23][CH2:22][C:21]([C:31]([NH:33][C:34]4[CH:39]=[CH:38][C:37]([CH:40]([OH:47])[C:41]5[CH:46]=[CH:45][CH:44]=[CH:43][N+:42]=5[O-:58])=[C:36]([CH3:48])[CH:35]=4)=[O:32])=[CH:20][C:19]=3[CH:49]=2)=[CH:13][CH:14]=1)[CH2:2][CH2:3][CH3:4]. (7) Given the reactants [NH:1]1[C:5]2[CH:6]=[CH:7][C:8]([C:10]([OH:12])=O)=[CH:9][C:4]=2[N:3]=[CH:2]1.[NH:13]1[CH2:18][CH2:17][O:16][CH2:15][CH2:14]1.C(N(C(C)C)C(C)C)C.C(Cl)CCl, predict the reaction product. The product is: [NH:1]1[C:5]2[CH:6]=[CH:7][C:8]([C:10]([N:13]3[CH2:18][CH2:17][O:16][CH2:15][CH2:14]3)=[O:12])=[CH:9][C:4]=2[N:3]=[CH:2]1. (8) Given the reactants [F:1][C:2]([F:12])([F:11])[CH:3]1[O:8][CH2:7][CH:6]([CH2:9][OH:10])[CH2:5][O:4]1.C1C=C[NH+]=CC=1.[O-][Cr](Cl)(=O)=O.CCOCC, predict the reaction product. The product is: [F:12][C:2]([F:1])([F:11])[CH:3]1[O:4][CH2:5][CH:6]([CH:9]=[O:10])[CH2:7][O:8]1. (9) The product is: [F:33][C:32]([F:35])([F:34])[C:36]([OH:37])=[O:39].[C:1]([O:5][C:6]([N:8]1[CH2:11][CH:10]([O:12][C:13]2[C:14]3[CH2:22][N:21]([C:24]4[CH:29]=[N:28][C:27]([O:30][CH3:31])=[C:26]([C:32]([F:35])([F:34])[F:33])[CH:25]=4)[CH2:20][CH2:19][C:15]=3[N:16]=[CH:17][N:18]=2)[CH2:9]1)=[O:7])([CH3:4])([CH3:2])[CH3:3]. Given the reactants [C:1]([O:5][C:6]([N:8]1[CH2:11][CH:10]([O:12][C:13]2[C:14]3[CH2:22][NH:21][CH2:20][CH2:19][C:15]=3[N:16]=[CH:17][N:18]=2)[CH2:9]1)=[O:7])([CH3:4])([CH3:3])[CH3:2].Br[C:24]1[CH:25]=[C:26]([C:32]([F:35])([F:34])[F:33])[C:27]([O:30][CH3:31])=[N:28][CH:29]=1.[C:36](=[O:39])([O-])[O-:37].[Cs+].[Cs+].CC(C1C=C(C(C)C)C(C2C=CC=CC=2P(C2CCCCC2)C2CCCCC2)=C(C(C)C)C=1)C, predict the reaction product. (10) Given the reactants [CH3:1][S:2][C:3]1[CH:12]=[C:11]2[C:6]([CH2:7][CH2:8][CH2:9][C:10]2=[CH:13][C:14]#[N:15])=[CH:5][CH:4]=1.[BH4-].[Na+].[ClH:18], predict the reaction product. The product is: [ClH:18].[CH3:1][S:2][C:3]1[CH:12]=[C:11]2[C:6]([CH2:7][CH2:8][CH2:9][CH:10]2[CH2:13][CH2:14][NH2:15])=[CH:5][CH:4]=1.